From a dataset of Catalyst prediction with 721,799 reactions and 888 catalyst types from USPTO. Predict which catalyst facilitates the given reaction. Reactant: [Br:1][C:2]1[S:6][C:5]([N+:7]([O-:9])=[O:8])=[C:4]([CH:10]=O)[CH:3]=1.Cl.[NH2:13][OH:14].C([O-])(=O)C.[Na+]. Product: [Br:1][C:2]1[S:6][C:5]([N+:7]([O-:9])=[O:8])=[C:4]([CH:10]=[N:13][OH:14])[CH:3]=1. The catalyst class is: 8.